From a dataset of Reaction yield outcomes from USPTO patents with 853,638 reactions. Predict the reaction yield, written as a fraction of the theoretical maximum amount of product (1.0 means a 100% yield; for example, 0.34 means a 34% yield). (1) The reactants are [CH:1]1([NH2:7])[CH2:6][CH2:5][CH2:4][CH2:3][CH2:2]1.C[Al](C)C.[Cl:12][C:13]1[CH:18]=[C:17]([Cl:19])[CH:16]=[CH:15][C:14]=1[N:20]1[C:24]([C:25]2[CH:30]=[CH:29][C:28]([O:31][CH2:32][CH2:33][C:34]([F:37])([F:36])[F:35])=[CH:27][CH:26]=2)=[C:23]([CH2:38][OH:39])[C:22]([C:40](OCC)=[O:41])=[N:21]1.Cl. The catalyst is C1(C)C=CC=CC=1.CCOC(C)=O. The product is [CH:1]1([NH:7][C:40]([C:22]2[C:23]([CH2:38][OH:39])=[C:24]([C:25]3[CH:30]=[CH:29][C:28]([O:31][CH2:32][CH2:33][C:34]([F:37])([F:35])[F:36])=[CH:27][CH:26]=3)[N:20]([C:14]3[CH:15]=[CH:16][C:17]([Cl:19])=[CH:18][C:13]=3[Cl:12])[N:21]=2)=[O:41])[CH2:6][CH2:5][CH2:4][CH2:3][CH2:2]1. The yield is 0.850. (2) The reactants are C[O:2][C:3](=O)[CH2:4][CH2:5][CH2:6][CH2:7][CH:8]=[C:9]1[CH2:14][CH2:13][CH2:12][CH2:11][CH2:10]1.CC(C[AlH]CC(C)C)C. The catalyst is C1(C)C=CC=CC=1. The product is [C:9]1(=[CH:8][CH2:7][CH2:6][CH2:5][CH2:4][CH2:3][OH:2])[CH2:14][CH2:13][CH2:12][CH2:11][CH2:10]1. The yield is 1.00. (3) The reactants are Cl[CH2:2][C:3](Cl)=[O:4].[N+:6]([C:9]1[CH:14]=[CH:13][C:12]([OH:15])=[C:11]([NH2:16])[CH:10]=1)([O-:8])=[O:7].C([O-])(O)=O.[Na+]. The catalyst is [Cl-].C([N+](C)(C)C)C1C=CC=CC=1.C(Cl)(Cl)Cl. The product is [N+:6]([C:9]1[CH:14]=[CH:13][C:12]2[O:15][CH2:2][C:3](=[O:4])[NH:16][C:11]=2[CH:10]=1)([O-:8])=[O:7]. The yield is 0.410. (4) The yield is 1.00. The catalyst is [Zn].C1COCC1. The reactants are [CH3:1][C:2]1([CH3:19])[C:6]([CH3:8])([CH3:7])[O:5][B:4]([C:9]2[CH:14]=[CH:13][C:12]([N+:15]([O-])=O)=[CH:11][C:10]=2[CH3:18])[O:3]1.[Cl-].[NH4+].CCO. The product is [CH3:18][C:10]1[CH:11]=[C:12]([CH:13]=[CH:14][C:9]=1[B:4]1[O:5][C:6]([CH3:8])([CH3:7])[C:2]([CH3:19])([CH3:1])[O:3]1)[NH2:15]. (5) The reactants are [Br:1][C:2]1[CH:3]=[CH:4][CH:5]=[C:6]2[C:11]=1[N:10]=[C:9](Cl)[N:8]=[CH:7]2.[NH2:13][C@H:14]1[CH2:19][CH2:18][C@H:17]([OH:20])[CH2:16][CH2:15]1.C1CCN2C(=NCCC2)CC1. The catalyst is C(#N)C. The product is [Br:1][C:2]1[CH:3]=[CH:4][CH:5]=[C:6]2[C:11]=1[N:10]=[C:9]([NH:13][C@H:14]1[CH2:19][CH2:18][C@H:17]([OH:20])[CH2:16][CH2:15]1)[N:8]=[CH:7]2. The yield is 0.350. (6) The reactants are [O:1]=[C:2]1[NH:8][C:7]2[CH:9]=[C:10]([C:13]([F:16])([F:15])[F:14])[CH:11]=[CH:12][C:6]=2[C:5](=[O:17])[CH:4](C(OC)=O)[CH2:3]1.O. The catalyst is CN1C(=O)CCC1. The product is [F:16][C:13]([F:14])([F:15])[C:10]1[CH:11]=[CH:12][C:6]2[C:5](=[O:17])[CH2:4][CH2:3][C:2](=[O:1])[NH:8][C:7]=2[CH:9]=1. The yield is 0.970. (7) The reactants are [CH2:1]([O:8][C:9]([CH:11]1[CH2:16][O:15][C:14]([CH2:18]I)([CH3:17])[CH2:13][N:12]1[CH2:20][C:21]1[CH:26]=[CH:25][CH:24]=[CH:23][CH:22]=1)=[O:10])[C:2]1[CH:7]=[CH:6][CH:5]=[CH:4][CH:3]=1.C([SnH](CCCC)CCCC)CCC.CC(N=NC(C#N)(C)C)(C#N)C. The catalyst is C1(C)C=CC=CC=1. The product is [CH2:1]([O:8][C:9]([CH:11]1[CH2:16][O:15][C:14]([CH3:18])([CH3:17])[CH2:13][N:12]1[CH2:20][C:21]1[CH:22]=[CH:23][CH:24]=[CH:25][CH:26]=1)=[O:10])[C:2]1[CH:3]=[CH:4][CH:5]=[CH:6][CH:7]=1. The yield is 0.850. (8) The reactants are [NH2:1][C@H:2]([C:15]([O:17][C:18]([CH3:21])([CH3:20])[CH3:19])=[O:16])[CH2:3][CH2:4][C:5](=[O:14])[O:6][CH2:7][C:8]1[CH:13]=[CH:12][CH:11]=[CH:10][CH:9]=1.Cl.Cl[C:24](Cl)([O:26]C(=O)OC(Cl)(Cl)Cl)Cl.C(N(CC)CC)C.[NH2:42][C@H:43]([C:59]([O:61][C:62]([CH3:65])([CH3:64])[CH3:63])=[O:60])[CH2:44][CH2:45][CH2:46][CH2:47][NH:48][C:49]([O:51][CH2:52][C:53]1[CH:58]=[CH:57][CH:56]=[CH:55][CH:54]=1)=[O:50]. The catalyst is ClCCCl. The product is [O:50]=[C:49]([NH:48][CH2:47][CH2:46][CH2:45][CH2:44][C@@H:43]([C:59]([O:61][C:62]([CH3:65])([CH3:64])[CH3:63])=[O:60])[NH:42][C:24](=[O:26])[NH:1][C@H:2]([C:15]([O:17][C:18]([CH3:21])([CH3:20])[CH3:19])=[O:16])[CH2:3][CH2:4][C:5]([O:6][CH2:7][C:8]1[CH:9]=[CH:10][CH:11]=[CH:12][CH:13]=1)=[O:14])[O:51][CH2:52][C:53]1[CH:54]=[CH:55][CH:56]=[CH:57][CH:58]=1. The yield is 0.760.